From a dataset of Forward reaction prediction with 1.9M reactions from USPTO patents (1976-2016). Predict the product of the given reaction. Given the reactants [Br:1][C:2]1[C:6]2[CH:7]=[C:8]([CH2:11][OH:12])[CH:9]=[CH:10][C:5]=2[S:4][CH:3]=1.O[C:14]1[CH:19]=[CH:18][C:17]([C:20]2([CH2:25][C:26]([O:28][CH2:29][CH3:30])=[O:27])[CH2:23][C:22](=[O:24])[CH2:21]2)=[CH:16][CH:15]=1.C1COCC1, predict the reaction product. The product is: [Br:1][C:2]1[C:6]2[CH:7]=[C:8]([CH2:11][O:12][C:14]3[CH:15]=[CH:16][C:17]([C:20]4([CH2:25][C:26]([O:28][CH2:29][CH3:30])=[O:27])[CH2:23][C:22](=[O:24])[CH2:21]4)=[CH:18][CH:19]=3)[CH:9]=[CH:10][C:5]=2[S:4][CH:3]=1.